From a dataset of Reaction yield outcomes from USPTO patents with 853,638 reactions. Predict the reaction yield, written as a fraction of the theoretical maximum amount of product (1.0 means a 100% yield; for example, 0.34 means a 34% yield). (1) The reactants are C([O:8][C:9]1[CH:10]=[C:11]([NH:24]C(=O)OCC2C=CC=CC=2)[CH:12]=[CH:13][C:14]=1[CH2:15][C:16]1[CH:21]=[CH:20][C:19]([O:22][CH3:23])=[CH:18][CH:17]=1)C1C=CC=CC=1.CO.O1CCCC1. The catalyst is [Pd].C(OCC)(=O)C. The product is [NH2:24][C:11]1[CH:12]=[CH:13][C:14]([CH2:15][C:16]2[CH:21]=[CH:20][C:19]([O:22][CH3:23])=[CH:18][CH:17]=2)=[C:9]([OH:8])[CH:10]=1. The yield is 0.620. (2) The reactants are [NH:1]1[CH2:6][CH2:5][O:4][CH2:3][CH2:2]1.[Cl:7][C:8]1[CH:13]=[C:12]([Cl:14])[CH:11]=[C:10](Cl)[N:9]=1.C(=O)([O-])[O-].[Na+].[Na+]. The catalyst is C(#N)C. The product is [Cl:14][C:12]1[CH:13]=[C:8]([Cl:7])[N:9]=[C:10]([N:1]2[CH2:6][CH2:5][O:4][CH2:3][CH2:2]2)[CH:11]=1. The yield is 0.300. (3) The reactants are Cl[C:2]1[N:7]=[C:6]([C:8]2[S:12][C:11]([C:13]([CH3:16])([CH3:15])[CH3:14])=[N:10][C:9]=2[C:17]2[C:18]([F:35])=[C:19]([NH:23][S:24]([C:27]3[C:32]([F:33])=[CH:31][CH:30]=[CH:29][C:28]=3[F:34])(=[O:26])=[O:25])[CH:20]=[CH:21][CH:22]=2)[CH:5]=[CH:4][N:3]=1.[Br-].[CH2:37]([O:39][C:40](=[O:44])[CH2:41][CH2:42][Zn+])[CH3:38].C1COCC1. The catalyst is C1C=CC([P]([Pd]([P](C2C=CC=CC=2)(C2C=CC=CC=2)C2C=CC=CC=2)([P](C2C=CC=CC=2)(C2C=CC=CC=2)C2C=CC=CC=2)[P](C2C=CC=CC=2)(C2C=CC=CC=2)C2C=CC=CC=2)(C2C=CC=CC=2)C2C=CC=CC=2)=CC=1. The product is [F:34][C:28]1[CH:29]=[CH:30][CH:31]=[C:32]([F:33])[C:27]=1[S:24]([NH:23][C:19]1[C:18]([F:35])=[C:17]([C:9]2[N:10]=[C:11]([C:13]([CH3:16])([CH3:15])[CH3:14])[S:12][C:8]=2[C:6]2[CH:5]=[CH:4][N:3]=[C:2]([CH2:42][CH2:41][C:40]([O:39][CH2:37][CH3:38])=[O:44])[N:7]=2)[CH:22]=[CH:21][CH:20]=1)(=[O:26])=[O:25]. The yield is 0.640. (4) The reactants are C[O:2][C:3]1[CH:4]=[C:5]([CH:22]=[CH:23][CH:24]=1)[CH2:6][N:7]([CH3:21])[C:8]1[CH:9]=[C:10]([C:14]2[CH:15]=[C:16]([OH:20])[CH:17]=[CH:18][CH:19]=2)[CH:11]=[N:12][CH:13]=1.B(Br)(Br)Br. The catalyst is C(Cl)Cl. The product is [OH:2][C:3]1[CH:4]=[C:5]([CH:22]=[CH:23][CH:24]=1)[CH2:6][N:7]([CH3:21])[C:8]1[CH:9]=[C:10]([C:14]2[CH:15]=[C:16]([OH:20])[CH:17]=[CH:18][CH:19]=2)[CH:11]=[N:12][CH:13]=1. The yield is 0.570. (5) The reactants are [NH:1]1[C:11]2[C:6](=[CH:7][CH:8]=[CH:9][CH:10]=2)[C:4](=O)[C:2]1=[O:3].[C:12]12([C:22]([NH:24][NH2:25])=[O:23])[CH2:21][CH:16]3[CH2:17][CH:18]([CH2:20][CH:14]([CH2:15]3)[CH2:13]1)[CH2:19]2. No catalyst specified. The product is [CH2:2]([N:1]1[C:11]2[C:6](=[CH:7][CH:8]=[CH:9][CH:10]=2)/[C:4](=[N:25]/[NH:24][C:22]([C:12]23[CH2:21][CH:16]4[CH2:15][CH:14]([CH2:20][CH:18]([CH2:17]4)[CH2:19]2)[CH2:13]3)=[O:23])/[C:2]1=[O:3])[CH2:4][CH2:6][CH2:7][CH2:8][CH3:9]. The yield is 0.590. (6) The reactants are [CH:1]1[C:10]2[C:5](=[CH:6][CH:7]=[CH:8][CH:9]=2)[CH:4]=[CH:3][C:2]=1[C:11]1[C:19]2[C:14](=[CH:15][CH:16]=[C:17]([C:20]#[N:21])[CH:18]=2)[NH:13][N:12]=1.[N:22]([Sn](CCCC)(CCCC)CCCC)=[N+:23]=[N-:24]. The catalyst is C1(C)C=CC=CC=1. The product is [CH:1]1[C:10]2[C:5](=[CH:6][CH:7]=[CH:8][CH:9]=2)[CH:4]=[CH:3][C:2]=1[C:11]1[C:19]2[C:14](=[CH:15][CH:16]=[C:17]([C:20]3[NH:24][N:23]=[N:22][N:21]=3)[CH:18]=2)[NH:13][N:12]=1. The yield is 0.643. (7) The reactants are [S:1]1[C:5]2[CH:6]=[CH:7][CH:8]=[CH:9][C:4]=2[N:3]=[C:2]1[CH:10]([C:13]1[CH:18]=[CH:17][N:16]=[C:15](Cl)[N:14]=1)[C:11]#[N:12].CCN(CC)CC.[NH2:27][CH2:28][CH2:29][C:30]1[N:34]=[CH:33][NH:32][CH:31]=1. The catalyst is CCO. The product is [S:1]1[C:5]2[CH:6]=[CH:7][CH:8]=[CH:9][C:4]=2[N:3]=[C:2]1[CH:10]([C:13]1[CH:18]=[CH:17][N:16]=[C:15]([NH:27][CH2:28][CH2:29][C:30]2[N:34]=[CH:33][NH:32][CH:31]=2)[N:14]=1)[C:11]#[N:12]. The yield is 0.370. (8) The reactants are [Br:1][C:2]1[CH:7]=[C:6]([F:8])[C:5]([N+:9]([O-:11])=[O:10])=[CH:4][C:3]=1[CH2:12][C:13]([OH:15])=O.[CH3:16]N1C=CN=C1.O. The catalyst is C(OC(=O)C)(=O)C. The product is [Br:1][C:2]1[CH:7]=[C:6]([F:8])[C:5]([N+:9]([O-:11])=[O:10])=[CH:4][C:3]=1[CH2:12][C:13](=[O:15])[CH3:16]. The yield is 0.400. (9) The reactants are [Br:1][C:2]1[N:7]2[N:8]=[CH:9][N:10]=[C:6]2[C:5]([NH:11][C:12]2[CH:20]=[CH:19][C:15]([C:16]([OH:18])=O)=[CH:14][CH:13]=2)=[N:4][CH:3]=1.ON1C2C=CC=CC=2N=N1.O.C(N=C=NCCCN(C)C)C.[N:43]1[CH:48]=[CH:47][CH:46]=[C:45]([CH2:49][NH2:50])[CH:44]=1. The catalyst is CN(C=O)C. The product is [Br:1][C:2]1[N:7]2[N:8]=[CH:9][N:10]=[C:6]2[C:5]([NH:11][C:12]2[CH:13]=[CH:14][C:15]([C:16]([NH:50][CH2:49][C:45]3[CH:44]=[N:43][CH:48]=[CH:47][CH:46]=3)=[O:18])=[CH:19][CH:20]=2)=[N:4][CH:3]=1. The yield is 0.820. (10) The reactants are CC1(C)C(C)(C)OB([C:9]2[CH:10]=[C:11]3[C:16](=[C:17]([O:19][CH2:20][O:21][CH2:22][CH2:23][Si:24]([CH3:27])([CH3:26])[CH3:25])[CH:18]=2)[N:15]=[CH:14][N:13]([CH2:28][O:29][CH2:30][CH2:31][Si:32]([CH3:35])([CH3:34])[CH3:33])[C:12]3=[O:36])O1.Br[C:39]1[CH:59]=[CH:58][CH:57]=[CH:56][C:40]=1[CH2:41][O:42][CH2:43][CH2:44][CH:45]1[CH2:50][CH2:49][N:48]([CH2:51][C:52]([F:55])([F:54])[F:53])[CH2:47][CH2:46]1.C(=O)([O-])[O-].[K+].[K+].C(OCC)(=O)C.CCCCCCC. The catalyst is O1CCOCC1.O.C1(P([C-]2C=CC=C2)C2C=CC=CC=2)C=CC=CC=1.[C-]1(P(C2C=CC=CC=2)C2C=CC=CC=2)C=CC=C1.[Fe+2].[Pd](Cl)Cl. The product is [F:55][C:52]([F:53])([F:54])[CH2:51][N:48]1[CH2:47][CH2:46][CH:45]([CH2:44][CH2:43][O:42][CH2:41][C:40]2[CH:56]=[CH:57][CH:58]=[CH:59][C:39]=2[C:9]2[CH:10]=[C:11]3[C:16](=[C:17]([O:19][CH2:20][O:21][CH2:22][CH2:23][Si:24]([CH3:25])([CH3:26])[CH3:27])[CH:18]=2)[N:15]=[CH:14][N:13]([CH2:28][O:29][CH2:30][CH2:31][Si:32]([CH3:34])([CH3:35])[CH3:33])[C:12]3=[O:36])[CH2:50][CH2:49]1. The yield is 0.430.